Task: Predict which catalyst facilitates the given reaction.. Dataset: Catalyst prediction with 721,799 reactions and 888 catalyst types from USPTO (1) Product: [CH2:46]([N:42]1[C@@H:43]([CH3:45])[CH2:44][C@H:40]([CH2:39][N:24]2[C:25]3[C:21](=[CH:20][C:19]([C:17]4[CH:16]=[N:15][N:14]([CH:9]5[CH2:10][CH2:11][CH2:12][CH2:13][O:8]5)[CH:18]=4)=[CH:27][CH:26]=3)[CH:22]=[N:23]2)[CH2:41]1)[C:47]1[CH:52]=[CH:51][CH:50]=[CH:49][CH:48]=1. Reactant: [H-].[Na+].CN(C=O)C.[O:8]1[CH2:13][CH2:12][CH2:11][CH2:10][CH:9]1[N:14]1[CH:18]=[C:17]([C:19]2[CH:20]=[C:21]3[C:25](=[CH:26][CH:27]=2)[NH:24][N:23]=[CH:22]3)[CH:16]=[N:15]1.CC1C=CC(S(O[CH2:39][C@H:40]2[CH2:44][C@H:43]([CH3:45])[N:42]([CH2:46][C:47]3[CH:52]=[CH:51][CH:50]=[CH:49][CH:48]=3)[CH2:41]2)(=O)=O)=CC=1. The catalyst class is: 6. (2) Reactant: [C:1]([O:5][C:6]([N:8]1[CH2:13][CH:12]=[C:11]([C:14]2[O:15][CH:16]=[CH:17][C:18]=2[C:19]([O:21][CH3:22])=[O:20])[CH2:10][CH2:9]1)=[O:7])([CH3:4])([CH3:3])[CH3:2]. Product: [C:1]([O:5][C:6]([N:8]1[CH2:13][CH2:12][CH:11]([C:14]2[O:15][CH:16]=[CH:17][C:18]=2[C:19]([O:21][CH3:22])=[O:20])[CH2:10][CH2:9]1)=[O:7])([CH3:4])([CH3:3])[CH3:2]. The catalyst class is: 94.